From a dataset of Catalyst prediction with 721,799 reactions and 888 catalyst types from USPTO. Predict which catalyst facilitates the given reaction. (1) Reactant: [C:1]([CH2:3][C:4]1[S:8][CH:7]=[C:6]([C:9]2[C:13]3[C:14]([O:20]C)=[N:15][CH:16]=[C:17]([C:18]#[N:19])[C:12]=3[N:11]([CH:22]3[CH2:26][CH2:25][CH2:24][CH2:23]3)[CH:10]=2)[CH:5]=1)#[N:2].[I-].[Na+].Cl[Si](C)(C)C. Product: [C:1]([CH2:3][C:4]1[S:8][CH:7]=[C:6]([C:9]2[C:13]3[C:14](=[O:20])[NH:15][CH:16]=[C:17]([C:18]#[N:19])[C:12]=3[N:11]([CH:22]3[CH2:26][CH2:25][CH2:24][CH2:23]3)[CH:10]=2)[CH:5]=1)#[N:2]. The catalyst class is: 10. (2) Reactant: [C:1]([C:3]1[CH:4]=[C:5]([CH:9]=[CH:10][C:11]=1[O:12][CH:13]([CH3:15])[CH3:14])[C:6]([OH:8])=O)#[N:2].CCN=C=NCCCN(C)C.C1C=CC2N(O)N=NC=2C=1.O[NH:38]/[C:39](=[N:57]\[H])/[C:40]1[C:41]([CH2:54][CH2:55][CH3:56])=[C:42]([CH2:46][CH2:47][CH2:48][C:49]([O:51][CH2:52][CH3:53])=[O:50])[CH:43]=[CH:44][CH:45]=1.CCCC[N+](CCCC)(CCCC)CCCC.[F-]. Product: [C:1]([C:3]1[CH:4]=[C:5]([C:6]2[O:8][N:57]=[C:39]([C:40]3[C:41]([CH2:54][CH2:55][CH3:56])=[C:42]([CH2:46][CH2:47][CH2:48][C:49]([O:51][CH2:52][CH3:53])=[O:50])[CH:43]=[CH:44][CH:45]=3)[N:38]=2)[CH:9]=[CH:10][C:11]=1[O:12][CH:13]([CH3:15])[CH3:14])#[N:2]. The catalyst class is: 1. (3) Reactant: [CH3:1][O:2][C:3]1[CH:4]=[C:5]([CH2:23][C:24]([O:26]C(C)(C)C)=[O:25])[CH:6]=[CH:7][C:8]=1[NH:9][C:10]([NH:12][C:13]1[CH:18]=[CH:17][CH:16]=[CH:15][C:14]=1[C:19]([F:22])([F:21])[F:20])=[O:11].C(O)(C(F)(F)F)=O. Product: [CH3:1][O:2][C:3]1[CH:4]=[C:5]([CH2:23][C:24]([OH:26])=[O:25])[CH:6]=[CH:7][C:8]=1[NH:9][C:10]([NH:12][C:13]1[CH:18]=[CH:17][CH:16]=[CH:15][C:14]=1[C:19]([F:22])([F:21])[F:20])=[O:11]. The catalyst class is: 2. (4) Reactant: [O:1]1CCC[CH2:2]1.Br[C:7]1[CH:21]=[CH:20][C:10]([CH2:11][O:12][C:13]2[C:18]([F:19])=[CH:17][CH:16]=[CH:15][N:14]=2)=[CH:9][CH:8]=1.C([Li])CCC.CN(C)C=O. Product: [F:19][C:18]1[C:13]([O:12][CH2:11][C:10]2[CH:20]=[CH:21][C:7]([CH:2]=[O:1])=[CH:8][CH:9]=2)=[N:14][CH:15]=[CH:16][CH:17]=1. The catalyst class is: 6. (5) Reactant: [Cl:1][C:2]1[CH:9]=[CH:8][C:5]([C:6]#[N:7])=[C:4](F)[CH:3]=1.[O:11]=[CH:12][C:13]1[CH:21]=[CH:20][C:18]([OH:19])=[C:15]([O:16][CH3:17])[CH:14]=1.C(=O)([O-])[O-].[Cs+].[Cs+].O. Product: [Cl:1][C:2]1[CH:9]=[CH:8][C:5]([C:6]#[N:7])=[C:4]([O:19][C:18]2[CH:20]=[CH:21][C:13]([CH:12]=[O:11])=[CH:14][C:15]=2[O:16][CH3:17])[CH:3]=1. The catalyst class is: 3.